This data is from Full USPTO retrosynthesis dataset with 1.9M reactions from patents (1976-2016). The task is: Predict the reactants needed to synthesize the given product. (1) Given the product [OH:5][C:4]1[CH:3]=[C:2]([CH:10]=[C:8]([OH:9])[C:6]=1[OH:7])[C:1]([O:12][C:16]1[C:17]2[CH2:18][CH2:19][CH2:20][CH2:21][C:22]=2[C:13]([O:24][C:1](=[O:11])[C:2]2[CH:10]=[C:8]([OH:9])[C:6]([OH:7])=[C:4]([OH:5])[CH:3]=2)=[CH:14][CH:15]=1)=[O:11], predict the reactants needed to synthesize it. The reactants are: [C:1]([OH:12])(=[O:11])[C:2]1[CH:10]=[C:8]([OH:9])[C:6]([OH:7])=[C:4]([OH:5])[CH:3]=1.[C:13]1([OH:24])[C:22]2[C:17](=[CH:18][CH:19]=[CH:20][CH:21]=2)[C:16](O)=[CH:15][CH:14]=1. (2) Given the product [F:1][C:2]([F:7])([F:6])[C:3]([OH:5])=[O:4].[CH3:8][O:9][C:10]1[CH:15]=[CH:14][CH:13]=[CH:12][C:11]=1[C:16]1[N:24]2[C:19]([CH:20]=[N:21][C:22]([NH:25][C:26]3[CH:31]=[CH:30][C:29]([N:32]4[CH2:37][CH2:36][CH:35]([C:60]([N:62]5[CH2:67][CH2:66][N:65]([CH3:68])[CH2:64][CH2:63]5)=[O:61])[CH2:34][CH2:33]4)=[CH:28][CH:27]=3)=[N:23]2)=[CH:18][CH:17]=1, predict the reactants needed to synthesize it. The reactants are: [F:1][C:2]([F:7])([F:6])[C:3]([OH:5])=[O:4].[CH3:8][O:9][C:10]1[CH:15]=[CH:14][CH:13]=[CH:12][C:11]=1[C:16]1[N:24]2[C:19]([CH:20]=[N:21][C:22]([NH:25][C:26]3[CH:31]=[CH:30][C:29]([N:32]4[CH2:37][CH2:36][CH2:35][CH:34](C(N5CCN(C)CC5)=O)[CH2:33]4)=[CH:28][CH:27]=3)=[N:23]2)=[CH:18][CH:17]=1.NC1C=CC(N2CCC([C:60]([N:62]3[CH2:67][CH2:66][N:65]([CH3:68])[CH2:64][CH2:63]3)=[O:61])CC2)=CC=1. (3) Given the product [NH2:1][C:4]1[CH:5]=[CH:6][C:7]([N:10]2[CH2:15][CH2:14][N:13]([C:16]3[N:21]=[C:20]([C:22]([F:23])([F:24])[F:25])[N:19]=[C:18]([C:26]4[CH:31]=[CH:30][C:29]([F:32])=[CH:28][CH:27]=4)[C:17]=3[C:33]3[CH:34]=[C:35]([S:39]([NH2:42])(=[O:41])=[O:40])[CH:36]=[CH:37][CH:38]=3)[CH2:12][CH2:11]2)=[N:8][CH:9]=1, predict the reactants needed to synthesize it. The reactants are: [N+:1]([C:4]1[CH:5]=[CH:6][C:7]([N:10]2[CH2:15][CH2:14][N:13]([C:16]3[N:21]=[C:20]([C:22]([F:25])([F:24])[F:23])[N:19]=[C:18]([C:26]4[CH:31]=[CH:30][C:29]([F:32])=[CH:28][CH:27]=4)[C:17]=3[C:33]3[CH:34]=[C:35]([S:39]([NH2:42])(=[O:41])=[O:40])[CH:36]=[CH:37][CH:38]=3)[CH2:12][CH2:11]2)=[N:8][CH:9]=1)([O-])=O.O.O.[Sn](Cl)Cl.C(=O)(O)[O-].[Na+]. (4) Given the product [Cl:19][CH2:9][C:7]1[CH:6]=[CH:5][C:4]([C:11]2[CH:16]=[CH:15][CH:14]=[CH:13][CH:12]=2)=[C:3]([O:2][CH3:1])[CH:8]=1, predict the reactants needed to synthesize it. The reactants are: [CH3:1][O:2][C:3]1[CH:8]=[C:7]([CH2:9]O)[CH:6]=[CH:5][C:4]=1[C:11]1[CH:16]=[CH:15][CH:14]=[CH:13][CH:12]=1.O=S(Cl)[Cl:19].